From a dataset of Full USPTO retrosynthesis dataset with 1.9M reactions from patents (1976-2016). Predict the reactants needed to synthesize the given product. Given the product [F:34][C:30]1[CH:29]=[C:28]2[C:33]([C:25]([C:22]3[N:21]=[C:20]4[C:16]([C:14]([NH:13][C:10]([CH3:12])([CH3:11])[CH2:9][OH:8])=[O:15])=[CH:17][NH:18][C:19]4=[N:24][CH:23]=3)=[N:26][N:27]2[CH2:35][CH2:36][CH2:37][S:38]([CH3:41])(=[O:40])=[O:39])=[CH:32][CH:31]=1, predict the reactants needed to synthesize it. The reactants are: [Si]([O:8][CH2:9][C:10]([NH:13][C:14]([C:16]1[C:20]2=[N:21][C:22]([C:25]3[C:33]4[C:28](=[CH:29][C:30]([F:34])=[CH:31][CH:32]=4)[N:27]([CH2:35][CH2:36][CH2:37][S:38]([CH3:41])(=[O:40])=[O:39])[N:26]=3)=[CH:23][N:24]=[C:19]2[N:18](C(C2C=CC=CC=2)(C2C=CC=CC=2)C2C=CC=CC=2)[CH:17]=1)=[O:15])([CH3:12])[CH3:11])(C(C)(C)C)(C)C.FC(F)(F)C(O)=O.